Dataset: Reaction yield outcomes from USPTO patents with 853,638 reactions. Task: Predict the reaction yield, written as a fraction of the theoretical maximum amount of product (1.0 means a 100% yield; for example, 0.34 means a 34% yield). The reactants are C1(C#C)C=CC=CC=1.[C:9]1([CH:15]([OH:18])[C:16]#[CH:17])[CH:14]=[CH:13][CH:12]=[CH:11][CH:10]=1.[N:19]([C:22]1[S:23][C:24]([C:28]([NH:30][CH2:31][C:32]2[CH:37]=[CH:36][CH:35]=[CH:34][CH:33]=2)=[O:29])=[C:25]([CH3:27])[N:26]=1)=[N+:20]=[N-:21]. No catalyst specified. The product is [CH2:31]([NH:30][C:28]([C:24]1[S:23][C:22]([N:19]2[CH:17]=[C:16]([CH:15]([OH:18])[C:9]3[CH:14]=[CH:13][CH:12]=[CH:11][CH:10]=3)[N:21]=[N:20]2)=[N:26][C:25]=1[CH3:27])=[O:29])[C:32]1[CH:33]=[CH:34][CH:35]=[CH:36][CH:37]=1. The yield is 0.650.